From a dataset of Catalyst prediction with 721,799 reactions and 888 catalyst types from USPTO. Predict which catalyst facilitates the given reaction. (1) Reactant: [C:1]([NH:4][C:5]1[C:19]([CH3:20])=[CH:18][C:8]([O:9][CH2:10][CH2:11][CH2:12][C:13]([O:15][CH2:16][CH3:17])=[O:14])=[CH:7][C:6]=1[NH2:21])(=O)[CH3:2].OS(O)(=O)=O. Product: [CH3:2][C:1]1[NH:21][C:6]2[CH:7]=[C:8]([O:9][CH2:10][CH2:11][CH2:12][C:13]([O:15][CH2:16][CH3:17])=[O:14])[CH:18]=[C:19]([CH3:20])[C:5]=2[N:4]=1. The catalyst class is: 14. (2) Reactant: Cl[CH2:2][C:3]([NH:5][C:6]1[C:7]([Cl:16])=[C:8]2[C:13](=[CH:14][CH:15]=1)[CH:12]=[N:11][CH:10]=[CH:9]2)=[O:4].[NH2:17][C:18]1[CH:19]=[C:20]([CH:25]=[CH:26][CH:27]=1)[C:21]([NH:23][CH3:24])=[O:22]. Product: [NH3:5].[Cl:16][C:7]1[C:6]([NH:5][C:3](=[O:4])[CH2:2][NH:17][C:18]2[CH:19]=[C:20]([CH:25]=[CH:26][CH:27]=2)[C:21]([NH:23][CH3:24])=[O:22])=[CH:15][CH:14]=[C:13]2[C:8]=1[CH:9]=[CH:10][N:11]=[CH:12]2. The catalyst class is: 5. (3) Reactant: [CH2:1]([C:8]1[C:9](=[O:16])[NH:10][NH:11][C:12]=1[CH:13]([CH3:15])[CH3:14])[C:2]1[CH:7]=[CH:6][CH:5]=[CH:4][CH:3]=1.[CH2:17]([O:24][C:25](ON1C(=O)CCC1=O)=[O:26])[C:18]1[CH:23]=[CH:22][CH:21]=[CH:20][CH:19]=1.O.C(OCC)(=O)C. Product: [CH2:17]([O:24][C:25]([N:11]1[C:12]([CH:13]([CH3:14])[CH3:15])=[C:8]([CH2:1][C:2]2[CH:3]=[CH:4][CH:5]=[CH:6][CH:7]=2)[C:9](=[O:16])[NH:10]1)=[O:26])[C:18]1[CH:23]=[CH:22][CH:21]=[CH:20][CH:19]=1. The catalyst class is: 9. (4) Reactant: [OH:1][C@H:2]1[C@H:6]([CH:7]=[CH2:8])[CH2:5][N:4]([C:9]([O:11][CH2:12][C:13]2[CH:18]=[CH:17][CH:16]=[CH:15][CH:14]=2)=[O:10])[CH2:3]1.CCCCCCC.CCO. Product: [OH:1][C@@H:2]1[C@@H:6]([CH:7]=[CH2:8])[CH2:5][N:4]([C:9]([O:11][CH2:12][C:13]2[CH:14]=[CH:15][CH:16]=[CH:17][CH:18]=2)=[O:10])[CH2:3]1. The catalyst class is: 5. (5) Reactant: [CH3:1][C:2]1[C:14]2[C:13]3[C:8](=[CH:9][CH:10]=[CH:11][CH:12]=3)[C:7](=[O:15])[C:6]=2[CH:5]=[C:4]([C:16]([OH:18])=[O:17])[CH:3]=1.[C:19](=O)([O-])[O-].[K+].[K+].CN(C)C=O.CI. Product: [CH3:1][C:2]1[C:14]2[C:13]3[C:8](=[CH:9][CH:10]=[CH:11][CH:12]=3)[C:7](=[O:15])[C:6]=2[CH:5]=[C:4]([C:16]([O:18][CH3:19])=[O:17])[CH:3]=1. The catalyst class is: 6. (6) Reactant: [C:1]([C:5]1[CH:10]=[CH:9][CH:8]=[CH:7][C:6]=1[N:11]1[CH2:16][CH2:15][N:14]([C:17](=[O:27])[CH2:18][CH:19]2[CH2:24][C:23](=[O:25])[NH:22][C:21](=[O:26])[CH2:20]2)[CH2:13][CH2:12]1)([CH3:4])([CH3:3])[CH3:2].Br[CH2:29][C:30]1[CH:39]=[CH:38][C:33]([C:34]([O:36][CH3:37])=[O:35])=[CH:32][CH:31]=1.C(=O)([O-])[O-].[K+].[K+].O. Product: [C:1]([C:5]1[CH:10]=[CH:9][CH:8]=[CH:7][C:6]=1[N:11]1[CH2:12][CH2:13][N:14]([C:17](=[O:27])[CH2:18][CH:19]2[CH2:24][C:23](=[O:25])[N:22]([CH2:29][C:30]3[CH:39]=[CH:38][C:33]([C:34]([O:36][CH3:37])=[O:35])=[CH:32][CH:31]=3)[C:21](=[O:26])[CH2:20]2)[CH2:15][CH2:16]1)([CH3:4])([CH3:2])[CH3:3]. The catalyst class is: 3. (7) Reactant: [H-].[Na+].Cl[C:4]1[CH:9]=[C:8](Cl)[N:7]=[CH:6][N:5]=1.[CH2:11]([OH:15])[C:12]#[C:13][CH3:14].[Cl-].[NH4+].[CH3:18][CH:19]([OH:22])[CH2:20][CH3:21]. Product: [CH:19]([O:22][C:4]1[CH:9]=[C:8]([O:15][CH2:11][C:12]#[C:13][CH3:14])[N:7]=[CH:6][N:5]=1)([CH2:20][CH3:21])[CH3:18]. The catalyst class is: 7.